Predict the reaction yield, written as a fraction of the theoretical maximum amount of product (1.0 means a 100% yield; for example, 0.34 means a 34% yield). From a dataset of Reaction yield outcomes from USPTO patents with 853,638 reactions. (1) The reactants are [N+:1]([C:4]1[CH:5]=[C:6]([CH:32]=[CH:33][CH:34]=1)[CH2:7][NH:8][C:9]1[CH:14]=[C:13]([NH:15][C:16]2[CH:21]=[CH:20][C:19]([N:22]3[CH2:27][CH2:26][NH:25][CH2:24][CH2:23]3)=[CH:18][CH:17]=2)[N:12]=[CH:11][C:10]=1[CH2:28][C:29]([NH2:31])=[O:30])([O-:3])=[O:2].Cl.Cl[CH2:37][CH2:38][N:39]([CH2:42][CH3:43])[CH2:40][CH3:41].C(=O)([O-])[O-].[K+].[K+].O. The catalyst is CN(C)C=O. The product is [CH2:38]([N:39]([CH2:42][CH3:43])[CH2:40][CH2:41][N:25]1[CH2:24][CH2:23][N:22]([C:19]2[CH:20]=[CH:21][C:16]([NH:15][C:13]3[N:12]=[CH:11][C:10]([CH2:28][C:29]([NH2:31])=[O:30])=[C:9]([NH:8][CH2:7][C:6]4[CH:32]=[CH:33][CH:34]=[C:4]([N+:1]([O-:3])=[O:2])[CH:5]=4)[CH:14]=3)=[CH:17][CH:18]=2)[CH2:27][CH2:26]1)[CH3:37]. The yield is 0.880. (2) The yield is 0.850. The product is [N:29]1([C:34]2[CH:38]=[CH:37][NH:36][C:35]=2[C:39]([C:2]2[CH:7]=[CH:6][CH:5]=[CH:4][C:3]=2[O:8][CH3:9])=[O:40])[CH:30]=[CH:31][CH:32]=[CH:33]1. The reactants are Br[C:2]1[CH:7]=[CH:6][CH:5]=[CH:4][C:3]=1[O:8][CH3:9].[Li]CCCC.CCCCCC.C1(OC)C=CC=CC=1.[N:29]1([C:34]2[CH:38]=[CH:37][NH:36][C:35]=2[C:39](OCC)=[O:40])[CH:33]=[CH:32][CH:31]=[CH:30]1.[NH4+].[Cl-]. The catalyst is C1COCC1. (3) The reactants are [CH2:1]([O:3][C:4]([CH2:6][S:7]([OH:10])(=O)=[O:8])=[O:5])[CH3:2].O=P(Cl)(Cl)[Cl:13]. No catalyst specified. The product is [CH2:1]([O:3][C:4]([CH2:6][S:7]([Cl:13])(=[O:10])=[O:8])=[O:5])[CH3:2]. The yield is 0.800.